From a dataset of Forward reaction prediction with 1.9M reactions from USPTO patents (1976-2016). Predict the product of the given reaction. (1) Given the reactants [Br:1][C:2]1[CH:3]=[C:4]([CH:8]2[CH2:13][CH2:12][N:11]([C:14](OC(C)(C)C)=O)[CH2:10][CH2:9]2)[CH:5]=[CH:6][CH:7]=1.C=O, predict the reaction product. The product is: [Br:1][C:2]1[CH:3]=[C:4]([CH:8]2[CH2:13][CH2:12][N:11]([CH3:14])[CH2:10][CH2:9]2)[CH:5]=[CH:6][CH:7]=1. (2) Given the reactants [CH3:1][N:2]1[CH:6]=[C:5]([N:7]2[CH2:12][CH2:11][NH:10][CH2:9][CH2:8]2)[CH:4]=[N:3]1.Cl[C:14]1[NH:15][C:16](=[O:24])[C:17]2[CH:22]=[N:21][N:20]([CH3:23])[C:18]=2[N:19]=1, predict the reaction product. The product is: [CH3:23][N:20]1[C:18]2[N:19]=[C:14]([N:10]3[CH2:11][CH2:12][N:7]([C:5]4[CH:4]=[N:3][N:2]([CH3:1])[CH:6]=4)[CH2:8][CH2:9]3)[NH:15][C:16](=[O:24])[C:17]=2[CH:22]=[N:21]1.